From a dataset of Full USPTO retrosynthesis dataset with 1.9M reactions from patents (1976-2016). Predict the reactants needed to synthesize the given product. Given the product [Cl:10][C:4]1[CH:3]=[C:2]([C:13]2[CH:14]=[C:15]([O:18][CH3:19])[CH:16]=[CH:17][C:12]=2[F:11])[CH:8]=[C:7]([F:9])[C:5]=1[NH2:6], predict the reactants needed to synthesize it. The reactants are: Br[C:2]1[CH:8]=[C:7]([F:9])[C:5]([NH2:6])=[C:4]([Cl:10])[CH:3]=1.[F:11][C:12]1[CH:17]=[CH:16][C:15]([O:18][CH3:19])=[CH:14][C:13]=1B(O)O.